From a dataset of Full USPTO retrosynthesis dataset with 1.9M reactions from patents (1976-2016). Predict the reactants needed to synthesize the given product. (1) Given the product [CH3:47][C:48]1[O:52][C:51]([C:3]2[CH:27]=[CH:26][CH:25]=[CH:24][C:4]=2[C:5]([NH:7][C@H:8]2[CH2:12][CH2:11][CH2:10][C@@H:9]2[NH:13][C:14]2[CH:19]=[N:18][C:17]([C:20]([F:21])([F:23])[F:22])=[CH:16][N:15]=2)=[O:6])=[N:50][N:49]=1, predict the reactants needed to synthesize it. The reactants are: CO[C:3]1[CH:27]=[CH:26][C:25](C)=[CH:24][C:4]=1[C:5]([NH:7][C@H:8]1[CH2:12][CH2:11][CH2:10][C@@H:9]1[NH:13][C:14]1[CH:19]=[N:18][C:17]([C:20]([F:23])([F:22])[F:21])=[CH:16][N:15]=1)=[O:6].Cl.FC(F)(F)C1N=CC(N[C@H]2CCC[C@@H]2N)=NC=1.[CH3:47][C:48]1[O:52][C:51](C2C=CC=CC=2C(O)=O)=[N:50][N:49]=1. (2) Given the product [Cl:15][C:16]1[CH:17]=[C:18]2[N:24]([CH:25]([CH3:27])[CH3:26])[C:23](=[O:28])[N:22]([C:29]3[CH:34]=[CH:33][C:32]([O:35][C:3]4[N:2]([CH3:1])[C:6]5=[N:7][CH:8]=[CH:9][CH:10]=[C:5]5[N:4]=4)=[CH:31][CH:30]=3)[C:19]2=[N:20][CH:21]=1, predict the reactants needed to synthesize it. The reactants are: [CH3:1][N:2]1[C:6]2=[N:7][CH:8]=[CH:9][CH:10]=[C:5]2[N:4]=[C:3]1S(C)(=O)=O.[Cl:15][C:16]1[CH:17]=[C:18]2[N:24]([CH:25]([CH3:27])[CH3:26])[C:23](=[O:28])[N:22]([C:29]3[CH:34]=[CH:33][C:32]([OH:35])=[CH:31][CH:30]=3)[C:19]2=[N:20][CH:21]=1.[H-].[Na+]. (3) Given the product [NH2:26][C@@H:27]([CH2:31][C:32]#[CH:33])[C:28]([NH:46][CH2:4][CH2:5][C:6]#[C:1][C:13]1[CH:14]=[CH:15][CH:16]=[C:17]([O:69][CH:68]2[CH2:61][CH2:59][NH:58][CH2:62][CH2:64]2)[CH:18]=1)=[O:30], predict the reactants needed to synthesize it. The reactants are: [C:1]1([C:13]2[CH:18]=[CH:17][CH:16]=[CH:15][CH:14]=2)[CH:6]=[CH:5][CH:4]=C(C#CCCCN)C=1.C(OC([NH:26][CH:27]([CH2:31][C:32]#[CH:33])[C:28]([OH:30])=O)=O)(C)(C)C.C1C=CC2N(O)N=NC=2C=1.CC[N:46]=C=NCCCN(C)C.Cl.CC[N:58]([CH:62]([CH3:64])C)[CH:59]([CH3:61])C.CN([CH:68]=[O:69])C.